From a dataset of Full USPTO retrosynthesis dataset with 1.9M reactions from patents (1976-2016). Predict the reactants needed to synthesize the given product. (1) Given the product [F:8][C:9]1[CH:10]=[CH:11][C:12]([C:15]2([C:18]3[CH:19]=[CH:20][C:21]([F:24])=[CH:22][CH:23]=3)[CH2:16][CH2:5][C:3](=[O:4])[CH:1]=[CH:2]2)=[CH:13][CH:14]=1, predict the reactants needed to synthesize it. The reactants are: [CH:1]([C:3]([CH3:5])=[O:4])=[CH2:2].[OH-].[K+].[F:8][C:9]1[CH:14]=[CH:13][C:12]([CH:15]([C:18]2[CH:23]=[CH:22][C:21]([F:24])=[CH:20][CH:19]=2)[CH:16]=O)=[CH:11][CH:10]=1. (2) Given the product [CH2:1]([O:8][C@@H:9]1[C@@H:14]([O:15][CH2:16][C:17]2[CH:22]=[CH:21][CH:20]=[CH:19][CH:18]=2)[C@H:13]([O:23][CH2:24][C:25]2[CH:30]=[CH:29][CH:28]=[CH:27][CH:26]=2)[C@@H:12]([CH2:31][O:32][CH2:33][C:34]2[CH:39]=[CH:38][CH:37]=[CH:36][CH:35]=2)[O:11][C@H:10]1[N:40]1[C:48]2[C:43](=[C:44]([CH3:49])[CH:45]=[CH:46][CH:47]=2)[C:42]([CH2:50][C:51]2[CH:56]=[CH:55][C:54](/[CH:61]=[CH:60]/[CH2:59][C:58]([OH:63])=[O:62])=[CH:53][CH:52]=2)=[CH:41]1)[C:2]1[CH:7]=[CH:6][CH:5]=[CH:4][CH:3]=1, predict the reactants needed to synthesize it. The reactants are: [CH2:1]([O:8][C@@H:9]1[C@@H:14]([O:15][CH2:16][C:17]2[CH:22]=[CH:21][CH:20]=[CH:19][CH:18]=2)[C@H:13]([O:23][CH2:24][C:25]2[CH:30]=[CH:29][CH:28]=[CH:27][CH:26]=2)[C@@H:12]([CH2:31][O:32][CH2:33][C:34]2[CH:39]=[CH:38][CH:37]=[CH:36][CH:35]=2)[O:11][C@H:10]1[N:40]1[C:48]2[C:43](=[C:44]([CH3:49])[CH:45]=[CH:46][CH:47]=2)[C:42]([CH2:50][C:51]2[CH:56]=[CH:55][C:54](Br)=[CH:53][CH:52]=2)=[CH:41]1)[C:2]1[CH:7]=[CH:6][CH:5]=[CH:4][CH:3]=1.[C:58]([OH:63])(=[O:62])[CH2:59][CH:60]=[CH2:61].CC1C=CC=CC=1P(C1C=CC=CC=1C)C1C=CC=CC=1C.C(N(CC)CC)C. (3) Given the product [C:8]([OH:9])(=[O:12])[CH:3]=[CH2:6].[NH2:19][C:10]([O:9][CH2:8][CH3:3])=[O:12], predict the reactants needed to synthesize it. The reactants are: C([C:3]([CH2:8][OH:9])([CH2:6]O)CC)O.[CH2:10]1[O:12]C1.C(O)(=O)C=C.C[N:19](CCCN1CN(CCCN(C)C)CN(CCCN(C)C)C1)C.C([O-])(=O)CCCCCCCCCCC.C([O-])(=O)CCCCCCCCCCC.C([Sn+2]CCCC)CCC.C(C1C=C(C)C=C(C(C)(C)C)C=1O)(C)(C)C.O=C=NC1CC(C)(C)CC(C)(CN=C=O)C1. (4) Given the product [C:2](=[O:3])([O:27][CH2:26][CH2:25][O:24][CH2:23][CH2:22][O:21][CH2:20][CH2:19][O:18][CH2:17][CH2:16][O:15][CH2:14][CH2:13][O:12][CH2:11][CH2:10][O:9][CH3:8])[O:4][CH:5]([Cl:7])[CH3:6], predict the reactants needed to synthesize it. The reactants are: Cl[C:2]([O:4][CH:5]([Cl:7])[CH3:6])=[O:3].[CH3:8][O:9][CH2:10][CH2:11][O:12][CH2:13][CH2:14][O:15][CH2:16][CH2:17][O:18][CH2:19][CH2:20][O:21][CH2:22][CH2:23][O:24][CH2:25][CH2:26][OH:27].N1C=CC=CC=1. (5) Given the product [CH3:1][O:2][C:3](=[O:13])[C@H:4]([CH2:6][CH:7]1[CH2:12][CH2:11][CH2:10][CH2:9][CH2:8]1)[NH:5][C:25](=[O:26])[CH:23]([CH3:24])[NH:22][C:17]1[CH:18]=[CH:19][C:20]([Cl:21])=[C:15]([Cl:14])[CH:16]=1, predict the reactants needed to synthesize it. The reactants are: [CH3:1][O:2][C:3](=[O:13])[C@H:4]([CH2:6][CH:7]1[CH2:12][CH2:11][CH2:10][CH2:9][CH2:8]1)[NH2:5].[Cl:14][C:15]1[CH:16]=[C:17]([NH:22][CH:23]([C:25](O)=[O:26])[CH3:24])[CH:18]=[CH:19][C:20]=1[Cl:21].N[C@H](C(O)=O)C.